Dataset: Full USPTO retrosynthesis dataset with 1.9M reactions from patents (1976-2016). Task: Predict the reactants needed to synthesize the given product. (1) Given the product [Br:28][C:26]1[CH:25]=[CH:24][C:23]([F:29])=[C:22]([C:10]2([CH:11]([F:13])[F:12])[NH:14][C:15](=[O:16])[CH2:7][NH:8][CH2:9]2)[CH:27]=1, predict the reactants needed to synthesize it. The reactants are: C(OC(=O)[CH2:7][NH:8][CH2:9][C:10]([C:22]1[CH:27]=[C:26]([Br:28])[CH:25]=[CH:24][C:23]=1[F:29])([NH:14][C:15](OC(C)(C)C)=[O:16])[CH:11]([F:13])[F:12])(C)(C)C.Cl. (2) Given the product [N:12]1[CH:13]=[CH:14][CH:15]=[C:10]([CH:9]([C:16]2[CH:17]=[N:18][CH:19]=[CH:20][CH:21]=2)[CH2:8][C:3]2[CH:4]=[CH:5][CH:6]=[CH:7][C:2]=2[C:24]2[CH:32]=[CH:31][CH:30]=[C:26]([C:27]([OH:29])=[O:28])[CH:25]=2)[CH:11]=1, predict the reactants needed to synthesize it. The reactants are: Br[C:2]1[CH:7]=[CH:6][CH:5]=[CH:4][C:3]=1[CH2:8][CH:9]([C:16]1[CH:17]=[N:18][CH:19]=[CH:20][CH:21]=1)[C:10]1[CH:11]=[N:12][CH:13]=[CH:14][CH:15]=1.OB(O)[C:24]1[CH:25]=[C:26]([CH:30]=[CH:31][CH:32]=1)[C:27]([OH:29])=[O:28].C([O-])([O-])=O.[Cs+].[Cs+]. (3) Given the product [C:56]([N:1]([C:2]1[CH:7]=[CH:6][CH:5]=[CH:4][CH:3]=1)[CH2:8][CH2:9][C@H:10]1[N:15]([C:16]([C:18]2[N:19]=[CH:20][N:21]([C@@H:29]3[CH2:34][CH2:33][CH2:32][CH2:31][C@@:30]3([OH:38])[CH2:35][O:36][CH3:37])[C:22]=2[C:23]2[CH:28]=[CH:27][CH:26]=[CH:25][CH:24]=2)=[O:17])[CH2:14][CH2:13][N:12]([C:39]([O:41][CH2:42][C:43]2[CH:48]=[CH:47][CH:46]=[CH:45][CH:44]=2)=[O:40])[CH2:11]1)(=[O:58])[CH3:57], predict the reactants needed to synthesize it. The reactants are: [NH:1]([CH2:8][CH2:9][C@H:10]1[N:15]([C:16]([C:18]2[N:19]=[CH:20][N:21]([C@@H:29]3[CH2:34][CH2:33][CH2:32][CH2:31][C@@:30]3([OH:38])[CH2:35][O:36][CH3:37])[C:22]=2[C:23]2[CH:28]=[CH:27][CH:26]=[CH:25][CH:24]=2)=[O:17])[CH2:14][CH2:13][N:12]([C:39]([O:41][CH2:42][C:43]2[CH:48]=[CH:47][CH:46]=[CH:45][CH:44]=2)=[O:40])[CH2:11]1)[C:2]1[CH:7]=[CH:6][CH:5]=[CH:4][CH:3]=1.C(N(CC)CC)C.[C:56](Cl)(=[O:58])[CH3:57].C(=O)([O-])O.[Na+]. (4) Given the product [OH:46][C:27]12[C:38]3[C:43](=[CH:42][CH:41]=[CH:40][CH:39]=3)[C:44](=[O:45])[C:26]1([NH:25][C:11](=[O:13])[C:10]([C:3]1[C:4]3[C:9](=[CH:8][CH:7]=[CH:6][CH:5]=3)[NH:1][CH:2]=1)=[O:14])[C:30]1[CH:31]=[CH:32][C:33]([CH:35]([CH3:37])[CH3:36])=[CH:34][C:29]=1[O:28]2, predict the reactants needed to synthesize it. The reactants are: [NH:1]1[C:9]2[C:4](=[CH:5][CH:6]=[CH:7][CH:8]=2)[C:3]([C:10](=[O:14])[C:11]([OH:13])=O)=[CH:2]1.OC1C2N=NNC=2C=CC=1.[NH2:25][C:26]12[C:44](=[O:45])[C:43]3[C:38](=[CH:39][CH:40]=[CH:41][CH:42]=3)[C:27]1([OH:46])[O:28][C:29]1[CH:34]=[C:33]([CH:35]([CH3:37])[CH3:36])[CH:32]=[CH:31][C:30]=12. (5) Given the product [F:32][C:7]1[CH:6]=[CH:5][C:4]([CH2:8][CH2:9][CH2:10][N:11]([C@H:25]2[CH2:30][CH2:29][C@H:28]([CH3:31])[CH2:27][CH2:26]2)[C:12](=[O:24])[NH:13][C:14]2[S:15][C:16]([S:19][CH2:20][C:21]([OH:23])=[O:22])=[CH:17][N:18]=2)=[CH:3][CH:2]=1, predict the reactants needed to synthesize it. The reactants are: Cl[C:2]1[CH:3]=[C:4]([CH2:8][CH2:9][CH2:10][N:11]([C@H:25]2[CH2:30][CH2:29][C@H:28]([CH3:31])[CH2:27][CH2:26]2)[C:12](=[O:24])[NH:13][C:14]2[S:15][C:16]([S:19][CH2:20][C:21]([OH:23])=[O:22])=[CH:17][N:18]=2)[CH:5]=[CH:6][CH:7]=1.[F:32]C1C=CC(CCC(O)=O)=CC=1.C(OC(=O)CSC1SC(N)=NC=1)C. (6) Given the product [Cl:1][C:2]1[CH:3]=[C:4]([N:8]([CH2:9][C:10]2[C:19]3[C:14](=[C:15]([F:20])[CH:16]=[CH:17][CH:18]=3)[NH:13][C:12](=[O:21])[CH:11]=2)[C:28](=[O:29])[C:27]2[CH:31]=[CH:32][C:24]([O:23][CH3:22])=[CH:25][CH:26]=2)[CH:5]=[CH:6][CH:7]=1, predict the reactants needed to synthesize it. The reactants are: [Cl:1][C:2]1[CH:3]=[C:4]([NH:8][CH2:9][C:10]2[C:19]3[C:14](=[C:15]([F:20])[CH:16]=[CH:17][CH:18]=3)[NH:13][C:12](=[O:21])[CH:11]=2)[CH:5]=[CH:6][CH:7]=1.[CH3:22][O:23][C:24]1[CH:32]=[CH:31][C:27]([C:28](Cl)=[O:29])=[CH:26][CH:25]=1.